This data is from Forward reaction prediction with 1.9M reactions from USPTO patents (1976-2016). The task is: Predict the product of the given reaction. (1) The product is: [CH:2]1[CH:1]=[N:10][C:9]2[C:4]([N:3]=1)=[CH:5][C:6]1[CH:13]3[CH2:14][NH:15][CH2:16][CH:11]([C:7]=1[CH:8]=2)[CH2:12]3.[C:22]([C@@H:20]([C@H:18]([C:17]([O-:26])=[O:25])[OH:19])[OH:21])([O-:24])=[O:23]. Given the reactants [CH:1]1[CH:2]=[N:3][C:4]2[C:9]([N:10]=1)=[CH:8][C:7]1[CH:11]3[CH2:16][NH:15][CH2:14][CH:13]([C:6]=1[CH:5]=2)[CH2:12]3.[C:17]([OH:26])(=[O:25])[C@@H:18]([C@H:20]([C:22]([OH:24])=[O:23])[OH:21])[OH:19], predict the reaction product. (2) Given the reactants [CH3:1][C:2]([CH3:9])([CH2:6][CH2:7][OH:8])[CH2:3][CH2:4][OH:5].C(N(C(C)C)CC)(C)C.[CH2:30](C(OC(Cl)[CH2:30][C:31]1[CH:36]=[CH:35][CH:34]=[CH:33][CH:32]=1)Cl)[C:31]1[CH:36]=[CH:35][CH:34]=[CH:33][CH:32]=1.[C:38](=O)([O-])[OH:39].[Na+], predict the reaction product. The product is: [CH2:30]([O:39][CH2:38][O:5][CH2:4][CH2:3][C:2]([CH3:9])([CH3:1])[CH2:6][CH2:7][OH:8])[C:31]1[CH:32]=[CH:33][CH:34]=[CH:35][CH:36]=1. (3) Given the reactants [F:1][C:2]1[CH:7]=[CH:6][C:5]([C:8]2[C:9]([N:14]3[CH2:19][CH2:18][NH:17][CH2:16][CH2:15]3)=[N:10][CH:11]=[CH:12][N:13]=2)=[CH:4][CH:3]=1.[CH3:20][C:21]1[C:25]([CH:26]=O)=[C:24]([CH3:28])[N:23]([C:29]2[CH:34]=[CH:33][CH:32]=[CH:31][CH:30]=2)[N:22]=1.C(O[BH-](OC(=O)C)OC(=O)C)(=O)C.[Na+].C(O)(=O)C.[Cl:53]CCCl, predict the reaction product. The product is: [ClH:53].[CH3:20][C:21]1[C:25]([CH2:26][N:17]2[CH2:16][CH2:15][N:14]([C:9]3[C:8]([C:5]4[CH:6]=[CH:7][C:2]([F:1])=[CH:3][CH:4]=4)=[N:13][CH:12]=[CH:11][N:10]=3)[CH2:19][CH2:18]2)=[C:24]([CH3:28])[N:23]([C:29]2[CH:34]=[CH:33][CH:32]=[CH:31][CH:30]=2)[N:22]=1. (4) Given the reactants Br[C:2]1[CH:3]=[C:4]([NH:10][C@@H:11]2[CH2:16][CH2:15][CH2:14][CH2:13][C@@H:12]2[NH:17]C(=O)OC(C)(C)C)[CH:5]=[N:6][C:7]=1[C:8]#[N:9].[NH2:25][C:26]1[CH:35]=[C:34]2[C:29]([CH:30]=[CH:31][N:32]=[CH:33]2)=[CH:28][CH:27]=1.O(C1C=CC=CC=1)[Na].O.O.O.CC1(C)C2C(=C(P(C3C=CC=CC=3)C3C=CC=CC=3)C=CC=2)OC2C(P(C3C=CC=CC=3)C3C=CC=CC=3)=CC=CC1=2, predict the reaction product. The product is: [NH2:17][C@H:12]1[CH2:13][CH2:14][CH2:15][CH2:16][C@H:11]1[NH:10][C:4]1[CH:3]=[C:2]([NH:25][C:26]2[CH:35]=[C:34]3[C:29]([CH:30]=[CH:31][N:32]=[CH:33]3)=[CH:28][CH:27]=2)[C:7]([C:8]#[N:9])=[N:6][CH:5]=1. (5) Given the reactants [Br:1][C:2]1[CH:27]=[CH:26][C:5]([CH2:6][C:7]23[C:15](=[O:16])[N:14]([C:17]4[CH:22]=[C:21]([Cl:23])[CH:20]=[C:19]([Cl:24])[CH:18]=4)[C:13](=[O:25])[N:12]2[CH2:11][CH2:10][NH:9][CH2:8]3)=[CH:4][CH:3]=1.CCN(C(C)C)C(C)C.Br[CH2:38][C:39]([O:41][C:42]([CH3:45])([CH3:44])[CH3:43])=[O:40], predict the reaction product. The product is: [C:42]([O:41][C:39]([CH2:38][N:9]1[CH2:8][C:7]2([CH2:6][C:5]3[CH:26]=[CH:27][C:2]([Br:1])=[CH:3][CH:4]=3)[N:12]([C:13](=[O:25])[N:14]([C:17]3[CH:22]=[C:21]([Cl:23])[CH:20]=[C:19]([Cl:24])[CH:18]=3)[C:15]2=[O:16])[CH2:11][CH2:10]1)=[O:40])([CH3:45])([CH3:44])[CH3:43].